This data is from Full USPTO retrosynthesis dataset with 1.9M reactions from patents (1976-2016). The task is: Predict the reactants needed to synthesize the given product. (1) Given the product [Cl:20][CH:21]([CH2:25][CH3:26])[C:22]([NH:1][C@H:2]([C:5]1[CH:6]=[C:7]([F:12])[CH:8]=[C:9]([F:11])[CH:10]=1)[CH2:3][OH:4])=[O:23], predict the reactants needed to synthesize it. The reactants are: [NH2:1][C@H:2]([C:5]1[CH:10]=[C:9]([F:11])[CH:8]=[C:7]([F:12])[CH:6]=1)[CH2:3][OH:4].C(N(CC)CC)C.[Cl:20][CH:21]([CH2:25][CH3:26])[C:22](Cl)=[O:23]. (2) Given the product [C:1]([O:5][C:6]([NH:8][C@@:9]([CH2:27][CH2:28][N:31]1[C@H:32]([CH2:40][OH:41])[CH2:33][C:34]2[C:39](=[CH:38][CH:37]=[CH:36][CH:35]=2)[CH2:30]1)([CH2:14][CH2:15][CH2:16][CH2:17][B:18]1[O:19][C:20]([CH3:26])([CH3:25])[C:21]([CH3:24])([CH3:23])[O:22]1)[C:10]([O:12][CH3:13])=[O:11])=[O:7])([CH3:4])([CH3:3])[CH3:2], predict the reactants needed to synthesize it. The reactants are: [C:1]([O:5][C:6]([NH:8][C@@:9]([CH2:27][CH:28]=O)([CH2:14][CH2:15][CH2:16][CH2:17][B:18]1[O:22][C:21]([CH3:24])([CH3:23])[C:20]([CH3:26])([CH3:25])[O:19]1)[C:10]([O:12][CH3:13])=[O:11])=[O:7])([CH3:4])([CH3:3])[CH3:2].[CH2:30]1[C:39]2[C:34](=[CH:35][CH:36]=[CH:37][CH:38]=2)[CH2:33][C@@H:32]([CH2:40][OH:41])[NH:31]1.C(O[BH-](OC(=O)C)OC(=O)C)(=O)C.[Na+]. (3) Given the product [C:1]([C:3]1[C:11]([CH2:12][C:13]2[CH:14]=[CH:15][C:16]([N:19]3[CH:23]=[CH:22][CH:21]=[N:20]3)=[CH:17][CH:18]=2)=[CH:10][C:6]([C:7]([NH:28][C@@H:29]2[CH2:34][CH2:33][CH2:32][CH2:31][C@H:30]2[OH:35])=[O:9])=[C:5]([CH:24]=[CH2:25])[C:4]=1[CH3:26])#[N:2], predict the reactants needed to synthesize it. The reactants are: [C:1]([C:3]1[C:11]([CH2:12][C:13]2[CH:18]=[CH:17][C:16]([N:19]3[CH:23]=[CH:22][CH:21]=[N:20]3)=[CH:15][CH:14]=2)=[CH:10][C:6]([C:7]([OH:9])=O)=[C:5]([CH:24]=[CH2:25])[C:4]=1[CH3:26])#[N:2].Cl.[NH2:28][C@@H:29]1[CH2:34][CH2:33][CH2:32][CH2:31][C@H:30]1[OH:35].ON1C2C=CC=CC=2N=N1.Cl.CN(C)CCCN=C=NCC.Cl. (4) Given the product [NH:9]1[CH:10]=[CH:11][CH:12]=[C:8]1[C:6]1[N:5]=[C:4]2[CH2:13][CH2:14][CH2:15][C:3]2=[C:2]([NH:16][C:17]2[CH:25]=[CH:24][C:20]([CH2:21][CH2:22][OH:23])=[CH:19][CH:18]=2)[CH:7]=1, predict the reactants needed to synthesize it. The reactants are: Cl[C:2]1[CH:7]=[C:6]([C:8]2[NH:9][CH:10]=[CH:11][CH:12]=2)[N:5]=[C:4]2[CH2:13][CH2:14][CH2:15][C:3]=12.[NH2:16][C:17]1[CH:25]=[CH:24][C:20]([CH2:21][CH2:22][OH:23])=[CH:19][CH:18]=1.O.C(#N)C.C(O)(C(F)(F)F)=O. (5) Given the product [NH2:26][CH2:25][C:3]1[C:2]([NH:1][CH2:28][C:29]2[CH:34]=[CH:33][CH:32]=[C:31]([O:35][CH3:36])[CH:30]=2)=[N:15][C:6]2[N:7]([CH3:14])[C:8](=[O:13])[N:9]([CH3:12])[C:10](=[O:11])[C:5]=2[C:4]=1[C:16]1[CH:21]=[C:20]([F:22])[CH:19]=[CH:18][C:17]=1[O:23][CH3:24], predict the reactants needed to synthesize it. The reactants are: [NH2:1][C:2]1[C:3]([C:25]#[N:26])=[C:4]([C:16]2[CH:21]=[C:20]([F:22])[CH:19]=[CH:18][C:17]=2[O:23][CH3:24])[C:5]2[C:10](=[O:11])[N:9]([CH3:12])[C:8](=[O:13])[N:7]([CH3:14])[C:6]=2[N:15]=1.Br[CH2:28][C:29]1[CH:34]=[CH:33][CH:32]=[C:31]([O:35][CH3:36])[CH:30]=1.